From a dataset of Forward reaction prediction with 1.9M reactions from USPTO patents (1976-2016). Predict the product of the given reaction. (1) The product is: [CH3:10][C:8]1[CH:9]=[C:4]([NH2:1])[CH:5]=[C:6]([CH3:11])[CH:7]=1. Given the reactants [N+:1]([C:4]1[CH:5]=[C:6]([CH3:11])[CH:7]=[C:8]([CH3:10])[CH:9]=1)([O-])=O, predict the reaction product. (2) Given the reactants [C:1]([O:5][C:6]([N:8]([CH:34]([CH3:36])[CH3:35])[C:9]1[S:10][C:11]([C:14]2[CH:15]=[C:16]([C:28]3[CH:33]=[CH:32][CH:31]=[CH:30][CH:29]=3)[C:17]3[N:18]([CH:20]=[C:21]([C:23](OCC)=[O:24])[N:22]=3)[CH:19]=2)=[CH:12][N:13]=1)=[O:7])([CH3:4])([CH3:3])[CH3:2].[H-].[H-].[H-].[H-].[Li+].[Al+3], predict the reaction product. The product is: [OH:24][CH2:23][C:21]1[N:22]=[C:17]2[C:16]([C:28]3[CH:29]=[CH:30][CH:31]=[CH:32][CH:33]=3)=[CH:15][C:14]([C:11]3[S:10][C:9]([N:8]([CH:34]([CH3:35])[CH3:36])[C:6](=[O:7])[O:5][C:1]([CH3:3])([CH3:4])[CH3:2])=[N:13][CH:12]=3)=[CH:19][N:18]2[CH:20]=1. (3) Given the reactants [CH:1]([O:4][C:5]1[N:10]=[C:9]([C:11]2[CH:12]=[C:13]3[C:17](=[CH:18][CH:19]=2)[NH:16][CH:15]=[C:14]3[C:20]([NH:22][NH2:23])=[O:21])[CH:8]=[N:7][CH:6]=1)([CH3:3])[CH3:2].CCN(C(C)C)C(C)C.Cl[C:34](Cl)([O:36]C(=O)OC(Cl)(Cl)Cl)Cl, predict the reaction product. The product is: [CH:1]([O:4][C:5]1[N:10]=[C:9]([C:11]2[CH:12]=[C:13]3[C:17](=[CH:18][CH:19]=2)[NH:16][CH:15]=[C:14]3[C:20]2[O:21][C:34](=[O:36])[NH:23][N:22]=2)[CH:8]=[N:7][CH:6]=1)([CH3:3])[CH3:2]. (4) Given the reactants C[Si]([N-][Si](C)(C)C)(C)C.[Na+].[CH2:11]([C@@H:18]1[CH2:22][O:21][C:20](=[O:23])[N:19]1[C:24](=[O:31])[CH2:25][CH2:26][C:27]([F:30])([F:29])[F:28])[C:12]1[CH:17]=[CH:16][CH:15]=[CH:14][CH:13]=1.I[CH3:33], predict the reaction product. The product is: [CH2:11]([C@@H:18]1[CH2:22][O:21][C:20](=[O:23])[N:19]1[C:24](=[O:31])[C@H:25]([CH3:33])[CH2:26][C:27]([F:28])([F:29])[F:30])[C:12]1[CH:17]=[CH:16][CH:15]=[CH:14][CH:13]=1. (5) Given the reactants [OH:1][CH:2]1[CH:7]([C:8]2[CH:13]=[CH:12][C:11]([O:14][CH2:15][CH2:16][CH2:17][O:18][CH2:19][C:20]3[CH:25]=[CH:24][CH:23]=[CH:22][C:21]=3[O:26][CH3:27])=[CH:10][CH:9]=2)[CH2:6][CH2:5][N:4]([C:28]([O:30][C:31]([CH3:34])([CH3:33])[CH3:32])=[O:29])[CH2:3]1.Cl[CH2:36][C:37]1[CH:38]=[CH:39][C:40]2[C:44]([CH:45]=1)=[N:43][N:42]([CH2:46][CH2:47][CH2:48][O:49][CH3:50])[CH:41]=2, predict the reaction product. The product is: [CH3:27][O:26][C:21]1[CH:22]=[CH:23][CH:24]=[CH:25][C:20]=1[CH2:19][O:18][CH2:17][CH2:16][CH2:15][O:14][C:11]1[CH:12]=[CH:13][C:8]([CH:7]2[CH2:6][CH2:5][N:4]([C:28]([O:30][C:31]([CH3:34])([CH3:33])[CH3:32])=[O:29])[CH2:3][CH:2]2[O:1][CH2:36][C:37]2[CH:38]=[CH:39][C:40]3[C:44]([CH:45]=2)=[N:43][N:42]([CH2:46][CH2:47][CH2:48][O:49][CH3:50])[CH:41]=3)=[CH:9][CH:10]=1. (6) Given the reactants [F:1][C:2]1[CH:3]=[C:4]2[C:8](=[CH:9][CH:10]=1)[N:7]([C:11]1[N:12]=[C:13]3[C:19]([C:20]([NH:22][C:23]([CH3:27])([CH3:26])[CH2:24][OH:25])=[O:21])=[CH:18][N:17](COCC[Si](C)(C)C)[C:14]3=[N:15][CH:16]=1)[N:6]=[CH:5]2.FC(F)(F)C(O)=O, predict the reaction product. The product is: [OH:25][CH2:24][C:23]([NH:22][C:20]([C:19]1[C:13]2[C:14](=[N:15][CH:16]=[C:11]([N:7]3[C:8]4[C:4](=[CH:3][C:2]([F:1])=[CH:10][CH:9]=4)[CH:5]=[N:6]3)[N:12]=2)[NH:17][CH:18]=1)=[O:21])([CH3:27])[CH3:26]. (7) Given the reactants [C:1]([OH:37])(=[O:36])[CH2:2][CH2:3][CH2:4][CH2:5][CH2:6][CH2:7][CH2:8][CH2:9][CH2:10][CH2:11][CH2:12][CH2:13][CH2:14][CH2:15][CH2:16][CH2:17][CH2:18][CH2:19][CH2:20][CH2:21][CH2:22][CH2:23][CH2:24][CH2:25][CH2:26][CH2:27][CH2:28][CH2:29][CH2:30][CH2:31][CH2:32][CH2:33][CH2:34][CH3:35].C1(C)C=CC=CC=1.[CH2:45](O)[CH2:46][OH:47], predict the reaction product. The product is: [C:1]([O:37][CH2:45][CH2:46][OH:47])(=[O:36])[CH2:2][CH2:3][CH2:4][CH2:5][CH2:6][CH2:7][CH2:8][CH2:9][CH2:10][CH2:11][CH2:12][CH2:13][CH2:14][CH2:15][CH2:16][CH2:17][CH2:18][CH2:19][CH2:20][CH2:21][CH2:22][CH2:23][CH2:24][CH2:25][CH2:26][CH2:27][CH2:28][CH2:29][CH2:30][CH2:31][CH2:32][CH2:33][CH2:34][CH3:35]. (8) Given the reactants [OH:1][C:2]1[C:3]([C:18](=O)[CH3:19])=[N:4][N:5]([CH3:17])[C:6]=1[C:7]1[CH:12]=[CH:11][C:10]([C:13]([F:16])([F:15])[F:14])=[CH:9][CH:8]=1.[CH3:21][O:22][CH2:23][CH2:24][NH:25][C:26]([C:28]1[S:29][C:30]([C:33]([NH:35][NH2:36])=[O:34])=[CH:31][CH:32]=1)=[O:27].Cl.O, predict the reaction product. The product is: [CH3:21][O:22][CH2:23][CH2:24][NH:25][C:26]([C:28]1[S:29][C:30]([C:33]([NH:35][N:36]=[C:18]([C:3]2[C:2]([OH:1])=[C:6]([C:7]3[CH:12]=[CH:11][C:10]([C:13]([F:16])([F:15])[F:14])=[CH:9][CH:8]=3)[N:5]([CH3:17])[N:4]=2)[CH3:19])=[O:34])=[CH:31][CH:32]=1)=[O:27]. (9) Given the reactants [I:1][C:2]1[CH:7]=[CH:6][CH:5]=[CH:4][C:3]=1[NH:8][C:9](=[O:18])[O:10][CH2:11][C:12]1[CH:17]=[CH:16][CH:15]=[CH:14][CH:13]=1.[C:19](=O)([O-])[O-].[Cs+].[Cs+].IC, predict the reaction product. The product is: [I:1][C:2]1[CH:7]=[CH:6][CH:5]=[CH:4][C:3]=1[N:8]([CH3:19])[C:9](=[O:18])[O:10][CH2:11][C:12]1[CH:13]=[CH:14][CH:15]=[CH:16][CH:17]=1.